From a dataset of Catalyst prediction with 721,799 reactions and 888 catalyst types from USPTO. Predict which catalyst facilitates the given reaction. (1) Reactant: C([O:8][C:9](=[O:39])[C:10]([O:13][C:14]1[CH:19]=[CH:18][CH:17]=[C:16]([CH:20]2[CH2:25][CH2:24][CH2:23][N:22]([C:26](=[O:38])[CH2:27][O:28][C:29]3[CH:34]=[CH:33][C:32]([CH:35]([CH3:37])[CH3:36])=[CH:31][CH:30]=3)[CH2:21]2)[CH:15]=1)([CH3:12])[CH3:11])C1C=CC=CC=1. Product: [CH:35]([C:32]1[CH:31]=[CH:30][C:29]([O:28][CH2:27][C:26]([N:22]2[CH2:23][CH2:24][CH2:25][CH:20]([C:16]3[CH:15]=[C:14]([CH:19]=[CH:18][CH:17]=3)[O:13][C:10]([CH3:12])([CH3:11])[C:9]([OH:39])=[O:8])[CH2:21]2)=[O:38])=[CH:34][CH:33]=1)([CH3:37])[CH3:36]. The catalyst class is: 43. (2) Reactant: [CH:1]([C:3]1[CH:12]=[C:11]2[C:6]([CH2:7][CH2:8][N:9]([C:13]([O:15][CH2:16][C:17]3[CH:22]=[CH:21][CH:20]=[CH:19][CH:18]=3)=[O:14])[CH2:10]2)=[CH:5][C:4]=1[C:23]1[N:24]([CH3:34])[C:25]([CH3:33])=[C:26]([C:28]([O:30][CH2:31][CH3:32])=[O:29])[CH:27]=1)=[O:2].CC(=CC)C.CC(C)=[O:42].[O-]Cl=O.[Na+]. Product: [CH2:16]([O:15][C:13]([N:9]1[CH2:8][CH2:7][C:6]2[C:11](=[CH:12][C:3]([C:1]([OH:42])=[O:2])=[C:4]([C:23]3[N:24]([CH3:34])[C:25]([CH3:33])=[C:26]([C:28]([O:30][CH2:31][CH3:32])=[O:29])[CH:27]=3)[CH:5]=2)[CH2:10]1)=[O:14])[C:17]1[CH:22]=[CH:21][CH:20]=[CH:19][CH:18]=1. The catalyst class is: 7. (3) Reactant: C[O:2][C:3]1[C:17]2[C:12](=[CH:13][CH:14]=[CH:15][CH:16]=2)[NH:11][C:10]2[C:5](=[CH:6][CH:7]=[CH:8][CH:9]=2)[CH:4]=1.ClC1C=CC(C(O)=O)=CC=1.[O-:28][C:29]#[N:30].[Na+]. Product: [CH:7]1[CH:8]=[CH:9][C:10]2[N:11]([C:29]([NH2:30])=[O:28])[C:12]3[CH:13]=[CH:14][CH:15]=[CH:16][C:17]=3[C:3](=[O:2])[CH2:4][C:5]=2[CH:6]=1. The catalyst class is: 11. (4) Reactant: [C:1]([C:4]1[CH:5]=[C:6]([CH:14]=[CH:15][CH:16]=1)[O:7][CH2:8][C:9]([O:11]CC)=O)(=[O:3])[NH2:2].[NH2:17][CH2:18][CH:19]([OH:31])[CH2:20][N:21]1[CH2:30][CH2:29][C:28]2[C:23](=[CH:24][CH:25]=[CH:26][CH:27]=2)[CH2:22]1. Product: [CH2:22]1[C:23]2[C:28](=[CH:27][CH:26]=[CH:25][CH:24]=2)[CH2:29][CH2:30][N:21]1[CH2:20][CH:19]([OH:31])[CH2:18][NH:17][C:9](=[O:11])[CH2:8][O:7][C:6]1[CH:5]=[C:4]([CH:16]=[CH:15][CH:14]=1)[C:1]([NH2:2])=[O:3]. The catalyst class is: 14. (5) Reactant: [CH3:1][S:2]([C:5]1[CH:10]=[CH:9][C:8]([NH:11][C:12](=[O:29])[CH2:13][CH:14]2[CH2:19][CH2:18][N:17]([CH2:20][CH2:21][NH:22][C:23]3[CH:28]=[CH:27][CH:26]=[CH:25][CH:24]=3)[CH2:16][CH2:15]2)=[CH:7][CH:6]=1)(=[O:4])=[O:3].[C:30]([N:37]1[CH2:42][CH2:41][CH:40](Cl)[CH2:39][CH2:38]1)([O:32][C:33]([CH3:36])([CH3:35])[CH3:34])=[O:31]. Product: [C:33]([O:32][C:30]([N:37]1[CH2:42][CH2:41][CH:40]([N:22]([CH2:21][CH2:20][N:17]2[CH2:16][CH2:15][CH:14]([CH2:13][C:12](=[O:29])[NH:11][C:8]3[CH:7]=[CH:6][C:5]([S:2]([CH3:1])(=[O:4])=[O:3])=[CH:10][CH:9]=3)[CH2:19][CH2:18]2)[C:23]2[CH:24]=[CH:25][CH:26]=[CH:27][CH:28]=2)[CH2:39][CH2:38]1)=[O:31])([CH3:36])([CH3:34])[CH3:35]. The catalyst class is: 10. (6) Reactant: [Br:1][C:2]1[CH:3]=[C:4]2[C:9](=[CH:10][CH:11]=1)[C:8](Cl)=[N:7][N:6]=[CH:5]2.[C@H:13]12[CH2:19][C@H:16]([NH:17][CH2:18]1)[CH2:15][N:14]2[C:20]([O:22][C:23]([CH3:26])([CH3:25])[CH3:24])=[O:21].C(=O)([O-])[O-].[K+].[K+]. Product: [Br:1][C:2]1[CH:3]=[C:4]2[C:9](=[CH:10][CH:11]=1)[C:8]([N:17]1[CH2:18][CH:13]3[CH2:19][CH:16]1[CH2:15][N:14]3[C:20]([O:22][C:23]([CH3:26])([CH3:25])[CH3:24])=[O:21])=[N:7][N:6]=[CH:5]2. The catalyst class is: 10. (7) Reactant: [NH2:1][C:2]1[N:10]=[CH:9][N:8]=[C:7]2[C:3]=1[N:4]=[CH:5][N:6]2[C@H:11]1[C@H:15]([OH:16])[C@H:14]([OH:17])[C@@H:13]([CH2:18]O)[O:12]1.N1C=CC=CC=1.O=S(Cl)[Cl:28].CO. Product: [NH2:1][C:2]1[N:10]=[CH:9][N:8]=[C:7]2[C:3]=1[N:4]=[CH:5][N:6]2[C@H:11]1[C@H:15]([OH:16])[C@H:14]([OH:17])[C@@H:13]([CH2:18][Cl:28])[O:12]1. The catalyst class is: 10. (8) Reactant: [CH2:1]([O:3][C:4](=[O:30])[CH2:5][O:6][C:7]1[CH:12]=[CH:11][C:10]([O:13][CH2:14][C:15]2[S:16][C:17](Br)=[C:18]([C:20]3[CH:25]=[CH:24][C:23]([O:26][CH3:27])=[CH:22][CH:21]=3)[N:19]=2)=[CH:9][C:8]=1[CH3:29])C.[F:31][C:32]([F:44])([F:43])[O:33][C:34]1[CH:39]=[CH:38][C:37](B(O)O)=[CH:36][CH:35]=1.C(=O)([O-])[O-].[Na+].[Na+]. Product: [CH3:1][O:3][C:4](=[O:30])[CH2:5][O:6][C:7]1[CH:12]=[CH:11][C:10]([O:13][CH2:14][C:15]2[S:16][C:17]([C:37]3[CH:38]=[CH:39][C:34]([O:33][C:32]([F:44])([F:43])[F:31])=[CH:35][CH:36]=3)=[C:18]([C:20]3[CH:25]=[CH:24][C:23]([O:26][CH3:27])=[CH:22][CH:21]=3)[N:19]=2)=[CH:9][C:8]=1[CH3:29]. The catalyst class is: 6. (9) Reactant: [CH3:1][C:2]([C:4]1[C:12]2[C:7](=[CH:8][CH:9]=[CH:10][CH:11]=2)[S:6][CH:5]=1)=O.C(O)=O.[CH:16]([NH2:18])=[O:17]. Product: [S:6]1[CH:5]=[C:4]([CH:2]([NH:18][CH:16]=[O:17])[CH3:1])[C:12]2[CH:11]=[CH:10][CH:9]=[CH:8][C:7]1=2. The catalyst class is: 6. (10) Reactant: C([O:8][N:9]1[C:15](=[O:16])[N:14]2[CH2:17][C@H:10]1[CH2:11][CH2:12][C@H:13]2[C:18]([NH:20][O:21][CH2:22][CH2:23][NH:24][C:25]([NH:27][C:28](=[O:34])[O:29][C:30]([CH3:33])([CH3:32])[CH3:31])=[O:26])=[O:19])C1C=CC=CC=1. Product: [OH:8][N:9]1[C:15](=[O:16])[N:14]2[CH2:17][C@H:10]1[CH2:11][CH2:12][C@H:13]2[C:18]([NH:20][O:21][CH2:22][CH2:23][NH:24][C:25]([NH:27][C:28](=[O:34])[O:29][C:30]([CH3:32])([CH3:31])[CH3:33])=[O:26])=[O:19]. The catalyst class is: 19.